This data is from Forward reaction prediction with 1.9M reactions from USPTO patents (1976-2016). The task is: Predict the product of the given reaction. (1) Given the reactants [CH2:1]([O:3][C:4]([C:6]1[CH:17]=[C:16]([O:18][C:19]2[CH:24]=[CH:23][C:22]([S:25]([CH3:28])(=[O:27])=[O:26])=[CH:21][CH:20]=2)[C:9]2[CH:10]=[C:11]([C:13](O)=[O:14])[O:12][C:8]=2[CH:7]=1)=[O:5])[CH3:2].[CH3:29][N:30](C(ON1N=NC2C=CC=NC1=2)=[N+](C)C)[CH3:31].F[P-](F)(F)(F)(F)F.CCN(C(C)C)C(C)C.Cl.CNC, predict the reaction product. The product is: [CH3:29][N:30]([CH3:31])[C:13]([C:11]1[O:12][C:8]2[CH:7]=[C:6]([C:4]([O:3][CH2:1][CH3:2])=[O:5])[CH:17]=[C:16]([O:18][C:19]3[CH:24]=[CH:23][C:22]([S:25]([CH3:28])(=[O:27])=[O:26])=[CH:21][CH:20]=3)[C:9]=2[CH:10]=1)=[O:14]. (2) Given the reactants [Cl:1][C:2]1[CH:3]=[C:4]([NH:13][CH:14]2[CH2:19][CH2:18][CH2:17][CH2:16][CH2:15]2)[C:5]([CH3:12])=[C:6]([CH:11]=1)[C:7]([O:9][CH3:10])=[O:8].[C:20](=O)([O-])[O-].[Cs+].[Cs+].CI, predict the reaction product. The product is: [Cl:1][C:2]1[CH:3]=[C:4]([N:13]([CH:14]2[CH2:19][CH2:18][CH2:17][CH2:16][CH2:15]2)[CH3:20])[C:5]([CH3:12])=[C:6]([CH:11]=1)[C:7]([O:9][CH3:10])=[O:8]. (3) Given the reactants [CH:1]1([CH2:4][O:5][C:6]2[C:11](C3N(CC4C=CC(CCC(O)=O)=CC=4)C4C=C(F)C(F)=CC=4N=3)=[CH:10][CH:9]=CN=2)CC1.[Cl:35][C:36]1[CH:41]=[CH:40][C:39]([C:42]2[N:46](CC3CCCCC3)[C:45]3[CH:54]=[C:55]([F:59])[C:56]([F:58])=[CH:57][C:44]=3[N:43]=2)=[C:38]([O:60][CH2:61]C2C=CC=CC=2Cl)[CH:37]=1.BrCC1CCOCC1, predict the reaction product. The product is: [Cl:35][C:36]1[CH:41]=[CH:40][C:39]([C:42]2[N:46]([CH2:9][CH:10]3[CH2:1][CH2:4][O:5][CH2:6][CH2:11]3)[C:45]3[CH:54]=[C:55]([F:59])[C:56]([F:58])=[CH:57][C:44]=3[N:43]=2)=[C:38]([O:60][CH3:61])[CH:37]=1. (4) Given the reactants ClC(Cl)(Cl)COC(=O)[NH:6][C:7]1[CH:12]=[CH:11][C:10]([S:13][C:14]2[CH:19]=[CH:18][C:17]([C:20]([N:22]3[CH2:27][CH:26]([CH3:28])[O:25][CH:24]([CH3:29])[CH2:23]3)=[O:21])=[CH:16][C:15]=2[NH:30][C:31]2[C:32]3[CH:40]=[CH:39][C:38]([CH:41]([CH3:43])[CH3:42])=[N:37][C:33]=3[N:34]=[CH:35][N:36]=2)=[CH:9][CH:8]=1.[OH-].[Na+].Cl, predict the reaction product. The product is: [NH2:6][C:7]1[CH:12]=[CH:11][C:10]([S:13][C:14]2[CH:19]=[CH:18][C:17]([C:20]([N:22]3[CH2:27][CH:26]([CH3:28])[O:25][CH:24]([CH3:29])[CH2:23]3)=[O:21])=[CH:16][C:15]=2[NH:30][C:31]2[C:32]3[CH:40]=[CH:39][C:38]([CH:41]([CH3:43])[CH3:42])=[N:37][C:33]=3[N:34]=[CH:35][N:36]=2)=[CH:9][CH:8]=1.